From a dataset of Forward reaction prediction with 1.9M reactions from USPTO patents (1976-2016). Predict the product of the given reaction. (1) Given the reactants [CH:1]([C:4]1[N:12]([C:13]2[CH:28]=[CH:27][C:16]([C:17]([NH2:26])=[N:18][C:19]3[CH:20]=[N:21][C:22]([CH3:25])=[CH:23][CH:24]=3)=[CH:15][CH:14]=2)[C:7]2=[N:8][CH:9]=[CH:10][CH:11]=[C:6]2[N:5]=1)([CH3:3])[CH3:2].Br.Br[CH2:31][C:32]([C:34]1[N:35]=[CH:36][S:37][CH:38]=1)=O.C([O-])(O)=O.[Na+], predict the reaction product. The product is: [CH:1]([C:4]1[N:12]([C:13]2[CH:28]=[CH:27][C:16]([C:17]3[N:18]([C:19]4[CH:20]=[N:21][C:22]([CH3:25])=[CH:23][CH:24]=4)[CH:31]=[C:32]([C:34]4[N:35]=[CH:36][S:37][CH:38]=4)[N:26]=3)=[CH:15][CH:14]=2)[C:7]2=[N:8][CH:9]=[CH:10][CH:11]=[C:6]2[N:5]=1)([CH3:3])[CH3:2]. (2) Given the reactants C(O[CH:5]1[CH2:9][O:8][C@@H:7]([CH2:10][O:11][C:12](=[O:19])[C:13]2[CH:18]=[CH:17][CH:16]=[CH:15][CH:14]=2)[O:6]1)(=O)C.[Si](I)(C)(C)C.C[Si](N[Si](C)(C)C)(C)C.[NH2:34][C:35]1[N:43]=[C:42]2[C:38]([NH:39][CH:40]=[N:41]2)=[C:37]([NH:44][CH:45]2[CH2:47][CH2:46]2)[N:36]=1.C(=O)(O)[O-].[Na+], predict the reaction product. The product is: [C:12]([OH:19])(=[O:11])[C:13]1[CH:18]=[CH:17][CH:16]=[CH:15][CH:14]=1.[NH2:34][C:35]1[N:43]=[C:42]2[C:38]([N:39]=[CH:40][N:41]2[CH:5]2[CH2:9][O:8][C@@H:7]([CH2:10][O:11][C:12](=[O:19])[C:13]3[CH:14]=[CH:15][CH:16]=[CH:17][CH:18]=3)[O:6]2)=[C:37]([NH:44][CH:45]2[CH2:47][CH2:46]2)[N:36]=1.[CH:13]1([NH:34][C:35]2[N:43]=[C:42]3[C:38]([NH:39][CH:40]=[N:41]3)=[CH:37][N:36]=2)[CH2:12][CH2:18]1.